From a dataset of Forward reaction prediction with 1.9M reactions from USPTO patents (1976-2016). Predict the product of the given reaction. Given the reactants [CH:1]1[C:5]2=[C:6]([OH:15])[C:7]3[CH:14]=[CH:13][C:11](=[O:12])[O:10][C:8]=3[CH:9]=[C:4]2[O:3][CH:2]=1.[O:16]([CH2:23][CH2:24][CH2:25]Br)[C:17]1[CH:22]=[CH:21][CH:20]=[CH:19][CH:18]=1.C(=O)([O-])[O-].[K+].[K+].[I-].[K+], predict the reaction product. The product is: [O:16]([CH2:23][CH2:24][CH2:25][O:15][C:6]1[C:7]2[CH:14]=[CH:13][C:11](=[O:12])[O:10][C:8]=2[CH:9]=[C:4]2[O:3][CH:2]=[CH:1][C:5]=12)[C:17]1[CH:22]=[CH:21][CH:20]=[CH:19][CH:18]=1.